Dataset: Full USPTO retrosynthesis dataset with 1.9M reactions from patents (1976-2016). Task: Predict the reactants needed to synthesize the given product. The reactants are: [C:1]([O:5][C:6](=[O:35])[C:7]([S:10][C:11]1[S:12][CH:13]=[C:14]([CH2:16][CH2:17][O:18][C:19]2[CH:24]=[CH:23][C:22]([C:25]3[CH:30]=[CH:29][C:28]([F:31])=[CH:27][CH:26]=3)=[CH:21][C:20]=2[N+:32]([O-])=O)[N:15]=1)([CH3:9])[CH3:8])([CH3:4])([CH3:3])[CH3:2].O.NN. Given the product [C:1]([O:5][C:6](=[O:35])[C:7]([S:10][C:11]1[S:12][CH:13]=[C:14]([CH2:16][CH2:17][O:18][C:19]2[CH:24]=[CH:23][C:22]([C:25]3[CH:30]=[CH:29][C:28]([F:31])=[CH:27][CH:26]=3)=[CH:21][C:20]=2[NH2:32])[N:15]=1)([CH3:9])[CH3:8])([CH3:2])([CH3:3])[CH3:4], predict the reactants needed to synthesize it.